Dataset: Catalyst prediction with 721,799 reactions and 888 catalyst types from USPTO. Task: Predict which catalyst facilitates the given reaction. (1) Reactant: Cl[C:2]1[N:3]=[CH:4][C:5]([C:8]([N:10]2[CH2:16][CH2:15][CH2:14][N:13]([CH:17]3[CH2:20][CH2:19][CH2:18]3)[CH2:12][CH2:11]2)=[O:9])=[N:6][CH:7]=1.[F:21][C:22]1[CH:27]=[CH:26][C:25]([OH:28])=[CH:24][CH:23]=1.C([O-])([O-])=O.[Cs+].[Cs+]. Product: [CH:17]1([N:13]2[CH2:14][CH2:15][CH2:16][N:10]([C:8]([C:5]3[CH:4]=[N:3][C:2]([O:28][C:25]4[CH:26]=[CH:27][C:22]([F:21])=[CH:23][CH:24]=4)=[CH:7][N:6]=3)=[O:9])[CH2:11][CH2:12]2)[CH2:20][CH2:19][CH2:18]1. The catalyst class is: 3. (2) Reactant: C[O:2][C:3]([C:5]1[CH:10]=[C:9]([Br:11])[C:8](=[O:12])[N:7]([CH2:13][CH:14]2[CH2:19][CH2:18][O:17][CH2:16][CH2:15]2)[C:6]=1[CH2:20][N:21]([CH2:32][C:33]([O:35][CH3:36])=[O:34])S(C1C=CC(C)=CC=1)(=O)=O)=O.C[O-].[Na+].Cl. Product: [CH3:36][O:35][C:33]([C:32]1[C:3]([OH:2])=[C:5]2[C:6](=[CH:20][N:21]=1)[N:7]([CH2:13][CH:14]1[CH2:19][CH2:18][O:17][CH2:16][CH2:15]1)[C:8](=[O:12])[C:9]([Br:11])=[CH:10]2)=[O:34]. The catalyst class is: 430. (3) Reactant: C([O-])([O-])=O.[K+].[K+].[NH2:7][C@@:8]([C:24]1[CH:29]=[C:28]([Br:30])[CH:27]=[CH:26][C:25]=1[F:31])([CH3:23])[CH2:9][N:10]1[CH:14]=[C:13]([CH:15]([F:17])[F:16])[N:12]=[C:11]1[C:18](OCC)=[O:19]. Product: [Br:30][C:28]1[CH:27]=[CH:26][C:25]([F:31])=[C:24]([C@:8]2([CH3:23])[CH2:9][N:10]3[CH:14]=[C:13]([CH:15]([F:17])[F:16])[N:12]=[C:11]3[C:18](=[O:19])[NH:7]2)[CH:29]=1. The catalyst class is: 14. (4) Product: [C:13]([O:12][C:10]([N:7]1[CH2:8][CH2:9][C:4]([CH2:3][C:1]([OH:35])=[O:18])([CH3:17])[CH2:5][CH2:6]1)=[O:11])([CH3:16])([CH3:15])[CH3:14]. The catalyst class is: 33. Reactant: [C:1]([CH2:3][C:4]1([CH3:17])[CH2:9][CH2:8][N:7]([C:10]([O:12][C:13]([CH3:16])([CH3:15])[CH3:14])=[O:11])[CH2:6][CH2:5]1)#N.[OH-:18].[Na+].C(OC(OC(C)(C)C)=O)(OC(C)(C)C)=O.[OH2:35]. (5) Reactant: [Cl:1][C:2]1[CH:12]=[CH:11][C:10]([N+:13]([O-:15])=[O:14])=[CH:9][C:3]=1[CH:4]=[CH:5][C:6]([OH:8])=[O:7].[C:16](=O)([O-])[O-].[K+].[K+].IC.CN(C)C=O. Product: [Cl:1][C:2]1[CH:12]=[CH:11][C:10]([N+:13]([O-:15])=[O:14])=[CH:9][C:3]=1[CH:4]=[CH:5][C:6]([O:8][CH3:16])=[O:7]. The catalyst class is: 6. (6) Reactant: [Cl:1][C:2]1[CH:7]=[CH:6][C:5]([C@H:8]([N:20]2[CH2:23][CH:22]([C@@H:24]([C:29]3[CH:34]=[C:33]([F:35])[CH:32]=[C:31]([C:36]#[N:37])[CH:30]=3)[C:25]([F:28])([CH3:27])[CH3:26])[CH2:21]2)[C:9]2[CH:10]=[C:11]([CH:17]=[CH:18][CH:19]=2)[C:12]([O:14]CC)=O)=[CH:4][CH:3]=1.[NH2:38][NH2:39]. Product: [Cl:1][C:2]1[CH:7]=[CH:6][C:5]([C@H:8]([N:20]2[CH2:21][CH:22]([C@@H:24]([C:29]3[CH:34]=[C:33]([F:35])[CH:32]=[C:31]([C:36]#[N:37])[CH:30]=3)[C:25]([F:28])([CH3:26])[CH3:27])[CH2:23]2)[C:9]2[CH:10]=[C:11]([CH:17]=[CH:18][CH:19]=2)[C:12]([NH:38][NH2:39])=[O:14])=[CH:4][CH:3]=1. The catalyst class is: 14.